Dataset: Reaction yield outcomes from USPTO patents with 853,638 reactions. Task: Predict the reaction yield, written as a fraction of the theoretical maximum amount of product (1.0 means a 100% yield; for example, 0.34 means a 34% yield). The reactants are Br[C:2]1[C:3]2[C:4]3[CH:18]=[CH:17][S:16][C:5]=3[C:6](=[O:15])[NH:7][C:8]=2[C:9]([CH3:14])=[CH:10][C:11]=1[O:12][CH3:13].[F:19][C:20]1[CH:25]=[C:24](B2OC(C)(C)C(C)(C)O2)[CH:23]=[CH:22][C:21]=1[C:35]([CH3:46])([CH3:45])[CH2:36][NH:37][C:38](=[O:44])[O:39][C:40]([CH3:43])([CH3:42])[CH3:41]. No catalyst specified. The yield is 0.560. The product is [F:19][C:20]1[CH:25]=[C:24]([C:2]2[C:3]3[C:4]4[CH:18]=[CH:17][S:16][C:5]=4[C:6](=[O:15])[NH:7][C:8]=3[C:9]([CH3:14])=[CH:10][C:11]=2[O:12][CH3:13])[CH:23]=[CH:22][C:21]=1[C:35]([CH3:46])([CH3:45])[CH2:36][NH:37][C:38](=[O:44])[O:39][C:40]([CH3:42])([CH3:41])[CH3:43].